This data is from Cav3 T-type calcium channel HTS with 100,875 compounds. The task is: Binary Classification. Given a drug SMILES string, predict its activity (active/inactive) in a high-throughput screening assay against a specified biological target. (1) The drug is S(=O)(=O)(NCc1nc2sccn2c1)CC. The result is 0 (inactive). (2) The molecule is O(c1cc(NC(=O)NCc2ncccc2)ccc1OC)C. The result is 0 (inactive). (3) The result is 0 (inactive). The compound is S(c1[nH]c(CC)c(c(=O)n1)C)Cc1cccnc1. (4) The molecule is O1CCN(CC1)Cc1ccc(cc1)C(=O)Nc1c(OC)cccc1. The result is 0 (inactive). (5) The drug is S(=O)(=O)(c1c(=O)n(CCCC)c(cc1C)C)c1c(cccc1)C. The result is 0 (inactive). (6) The molecule is O(c1c(C(=O)Nc2ccc(OCC)cc2)cccc1)CC(=O)c1ccccc1. The result is 0 (inactive). (7) The compound is O1C(C(OC)C(O)C(O)C1Oc1cc(c(cc1)c1c(OC)cccc1)C(=O)NCCc1ccccc1)(C)C. The result is 0 (inactive). (8) The result is 0 (inactive). The molecule is Brc1cc2[nH]c(=O)c(/[nH]c2nc1)=C/C(=O)c1ccc(F)cc1. (9) The drug is o1c2c(c(CC(=O)N3CCc4c3cccc4)c1)ccc(c2)C. The result is 0 (inactive).